Dataset: Full USPTO retrosynthesis dataset with 1.9M reactions from patents (1976-2016). Task: Predict the reactants needed to synthesize the given product. (1) Given the product [NH2:1][C:2]1[N:7]=[C:6]([C:8]2[CH:15]=[C:14]3[C:11]([C:12]([NH2:13])=[N:20][NH:21]3)=[C:10]([O:19][CH3:22])[CH:9]=2)[CH:5]=[CH:4][N:3]=1, predict the reactants needed to synthesize it. The reactants are: [NH2:1][C:2]1[N:7]=[C:6]([C:8]2[CH:15]=[C:14](OC)[C:11]([C:12]#[N:13])=[C:10](F)[CH:9]=2)[CH:5]=[CH:4][N:3]=1.[OH2:19].[NH2:20][NH2:21].[CH2:22]1COCC1. (2) Given the product [OH:17][C:14]1[N:13]([C:10]2[CH:9]=[CH:8][C:7]([N:1]3[CH2:6][CH2:5][O:4][CH2:3][CH2:2]3)=[CH:12][CH:11]=2)[C:26]([C:25]2[CH:29]=[C:21]([CH:18]([CH3:20])[CH3:19])[C:22]([OH:34])=[CH:23][C:24]=2[OH:30])=[N:16][N:15]=1, predict the reactants needed to synthesize it. The reactants are: [N:1]1([C:7]2[CH:12]=[CH:11][C:10]([NH:13][C:14](=[O:17])[NH:15][NH2:16])=[CH:9][CH:8]=2)[CH2:6][CH2:5][O:4][CH2:3][CH2:2]1.[CH:18]([C:21]1[C:22]([O:34]COC)=[CH:23][C:24]([O:30]COC)=[C:25]([CH:29]=1)[C:26](O)=O)([CH3:20])[CH3:19].O.ON1C2C=CC=CC=2N=N1.CN(C)CCCN=C=NCC.C(=O)([O-])O.[Na+]. (3) The reactants are: Cl[C:2]1[C:3]([C:26]2[CH:27]=[N:28][N:29]3[CH:34]=[CH:33][CH:32]=[CH:31][C:30]=23)=[N:4][C:5]([NH:8][C:9]2[C:14]([O:15][CH3:16])=[CH:13][C:12]([N:17]3[CH2:21][CH2:20][C@@H:19]([N:22]([CH3:24])[CH3:23])[CH2:18]3)=[C:11]([NH2:25])[CH:10]=2)=[N:6][CH:7]=1.C1(P(C2CCCCC2)C2C=CC=CC=2C2C(CCC)=CC(CCC)=CC=2CCC)CCCCC1.C[C:70]([N:72](C)C)=O. Given the product [NH2:25][C:11]1[C:12]([N:17]2[CH2:21][CH2:20][C@@H:19]([N:22]([CH3:24])[CH3:23])[CH2:18]2)=[CH:13][C:14]([O:15][CH3:16])=[C:9]([NH:8][C:5]2[N:4]=[C:3]([C:26]3[CH:27]=[N:28][N:29]4[CH:34]=[CH:33][CH:32]=[CH:31][C:30]=34)[C:2]([C:70]#[N:72])=[CH:7][N:6]=2)[CH:10]=1, predict the reactants needed to synthesize it. (4) Given the product [Cl:25][C:22]1[CH:23]=[CH:24][C:19]([C:17]2[N:1]=[C:2]([CH2:3][N:4]3[CH:8]=[C:7]([C:9]([O:11][CH2:12][CH3:13])=[O:10])[CH:6]=[N:5]3)[S:14][CH:16]=2)=[CH:20][CH:21]=1, predict the reactants needed to synthesize it. The reactants are: [NH2:1][C:2](=[S:14])[CH2:3][N:4]1[CH:8]=[C:7]([C:9]([O:11][CH2:12][CH3:13])=[O:10])[CH:6]=[N:5]1.Br[CH2:16][C:17]([C:19]1[CH:24]=[CH:23][C:22]([Cl:25])=[CH:21][CH:20]=1)=O. (5) The reactants are: [NH2:1][C:2]1[CH:3]=[C:4]2[C:8](=[CH:9][CH:10]=1)[NH:7][C:6]([C:11]([O:13][CH2:14][CH3:15])=[O:12])=[CH:5]2.N([O-])=O.[Na+].[N-:20]=[N+:21]=[N-].[Na+].CC([O-])=O.[Na+]. Given the product [N:1]([C:2]1[CH:3]=[C:4]2[C:8](=[CH:9][CH:10]=1)[NH:7][C:6]([C:11]([O:13][CH2:14][CH3:15])=[O:12])=[CH:5]2)=[N+:20]=[N-:21], predict the reactants needed to synthesize it. (6) Given the product [Si:1]([O:8][CH:9]1[CH:14]([O:15][Si:16]([C:19]([CH3:20])([CH3:21])[CH3:22])([CH3:17])[CH3:18])[CH:13]([CH2:23][O:24][Si:25]([C:28]([CH3:29])([CH3:30])[CH3:31])([CH3:26])[CH3:27])[O:12][CH:11]([O:32][CH2:33][C:34]2[O:35][C:36](=[O:60])[O:37][C:38]=2[CH2:39][N:40]([C:41]2[CH:46]=[CH:45][CH:44]=[C:43]([C:47]3[O:51][N:50]=[C:49]([C:52]4[C:53]([Cl:59])=[CH:54][CH:55]=[CH:56][C:57]=4[Cl:58])[CH:48]=3)[CH:42]=2)[C:72](=[O:73])[CH:71]([Cl:75])[Cl:70])[CH2:10]1)([C:4]([CH3:6])([CH3:7])[CH3:5])([CH3:2])[CH3:3], predict the reactants needed to synthesize it. The reactants are: [Si:1]([O:8][CH:9]1[CH:14]([O:15][Si:16]([C:19]([CH3:22])([CH3:21])[CH3:20])([CH3:18])[CH3:17])[CH:13]([CH2:23][O:24][Si:25]([C:28]([CH3:31])([CH3:30])[CH3:29])([CH3:27])[CH3:26])[O:12][CH:11]([O:32][CH2:33][C:34]2[O:35][C:36](=[O:60])[O:37][C:38]=2[CH2:39][NH:40][C:41]2[CH:46]=[CH:45][CH:44]=[C:43]([C:47]3[O:51][N:50]=[C:49]([C:52]4[C:57]([Cl:58])=[CH:56][CH:55]=[CH:54][C:53]=4[Cl:59])[CH:48]=3)[CH:42]=2)[CH2:10]1)([C:4]([CH3:7])([CH3:6])[CH3:5])([CH3:3])[CH3:2].C(N(C(C)C)CC)(C)C.[Cl:70][CH:71]([Cl:75])[C:72](Cl)=[O:73]. (7) Given the product [Br:1][C:2]1[N:3]=[C:4]([CH:26]([NH:38][C:39]2[CH:40]=[C:41]3[C:46](=[CH:47][CH:48]=2)[C:45]([N:49]([C:50]([O:52][C:53]([CH3:56])([CH3:55])[CH3:54])=[O:51])[C:57]([O:59][C:60]([CH3:62])([CH3:63])[CH3:61])=[O:58])=[N:44][CH:43]=[CH:42]3)[C:27]2[CH:32]=[C:31]([CH2:33][CH3:34])[CH:30]=[C:29]([N:98]3[CH2:102][CH2:101][CH2:100][C:99]3=[O:103])[C:28]=2[F:37])[N:5]([C:7]([C:8]2[CH:13]=[CH:12][CH:11]=[CH:10][CH:9]=2)([C:20]2[CH:21]=[CH:22][CH:23]=[CH:24][CH:25]=2)[C:14]2[CH:19]=[CH:18][CH:17]=[CH:16][CH:15]=2)[CH:6]=1, predict the reactants needed to synthesize it. The reactants are: [Br:1][C:2]1[N:3]=[C:4]([CH:26]([NH:38][C:39]2[CH:40]=[C:41]3[C:46](=[CH:47][CH:48]=2)[C:45]([N:49]([C:57]([O:59][C:60]([CH3:63])([CH3:62])[CH3:61])=[O:58])[C:50]([O:52][C:53]([CH3:56])([CH3:55])[CH3:54])=[O:51])=[N:44][CH:43]=[CH:42]3)[C:27]2[CH:32]=[C:31]([CH2:33][CH3:34])[CH:30]=[C:29](OC)[C:28]=2[F:37])[N:5]([C:7]([C:20]2[CH:25]=[CH:24][CH:23]=[CH:22][CH:21]=2)([C:14]2[CH:19]=[CH:18][CH:17]=[CH:16][CH:15]=2)[C:8]2[CH:13]=[CH:12][CH:11]=[CH:10][CH:9]=2)[CH:6]=1.BrC1N=C(C(O)C2C(F)=C([N:98]3[CH2:102][CH2:101][CH2:100][C:99]3=[O:103])C=C(CC)C=2)N(C(C2C=CC=CC=2)(C2C=CC=CC=2)C2C=CC=CC=2)C=1.BrC1N=C(C(Cl)C2C=C(CC)C=C(OC)C=2F)N(C(C2C=CC=CC=2)(C2C=CC=CC=2)C2C=CC=CC=2)C=1.NC1C=C2C(=CC=1)C(N(C(OC(C)(C)C)=O)C(OC(C)(C)C)=O)=NC=C2. (8) Given the product [F:7][C:8]([F:20])([F:21])[C:9]([NH:11][CH2:12][CH2:13][C:14]1[CH:19]=[CH:18][C:17]([CH2:1][CH:2]([CH3:4])[CH3:3])=[CH:16][CH:15]=1)=[O:10], predict the reactants needed to synthesize it. The reactants are: [C:1](Cl)(=O)[CH:2]([CH3:4])[CH3:3].[F:7][C:8]([F:21])([F:20])[C:9]([NH:11][CH2:12][CH2:13][C:14]1[CH:19]=[CH:18][CH:17]=[CH:16][CH:15]=1)=[O:10].[Cl-].[Al+3].[Cl-].[Cl-].